This data is from Catalyst prediction with 721,799 reactions and 888 catalyst types from USPTO. The task is: Predict which catalyst facilitates the given reaction. (1) Reactant: [Si]([O:8][C@@H:9]1[C:13]2([CH2:15][CH2:14]2)[C:12](=[O:16])[N:11]([C:17]2[CH:24]=[CH:23][C:20]([C:21]#[N:22])=[C:19]([Cl:25])[CH:18]=2)[C@H:10]1[CH3:26])(C(C)(C)C)(C)C.C1COCC1.Cl.C(=O)([O-])O.[Na+]. Product: [Cl:25][C:19]1[CH:18]=[C:17]([N:11]2[C@@H:10]([CH3:26])[C@H:9]([OH:8])[C:13]3([CH2:15][CH2:14]3)[C:12]2=[O:16])[CH:24]=[CH:23][C:20]=1[C:21]#[N:22]. The catalyst class is: 5. (2) Reactant: [F:1][CH2:2][C:3]([C:7]1[CH:11]=[C:10]([NH:12][C:13](=[O:21])OC2C=CC=CC=2)[N:9]([C:22]2[CH:27]=[CH:26][CH:25]=[CH:24][CH:23]=2)[N:8]=1)([CH3:6])[CH2:4][F:5].[CH3:28][O:29][C:30]1[CH:31]=[C:32]2[C:37](=[CH:38][C:39]=1[O:40][CH2:41][CH2:42][O:43][CH3:44])[N:36]=[CH:35][N:34]=[C:33]2[O:45][C:46]1[CH:47]=[C:48]([CH:50]=[CH:51][CH:52]=1)[NH2:49].C(N(CC)C(C)C)(C)C. Product: [F:1][CH2:2][C:3]([C:7]1[CH:11]=[C:10]([NH:12][C:13]([NH:49][C:48]2[CH:50]=[CH:51][CH:52]=[C:46]([O:45][C:33]3[C:32]4[C:37](=[CH:38][C:39]([O:40][CH2:41][CH2:42][O:43][CH3:44])=[C:30]([O:29][CH3:28])[CH:31]=4)[N:36]=[CH:35][N:34]=3)[CH:47]=2)=[O:21])[N:9]([C:22]2[CH:23]=[CH:24][CH:25]=[CH:26][CH:27]=2)[N:8]=1)([CH3:6])[CH2:4][F:5]. The catalyst class is: 1. (3) Reactant: [C:1]([NH:5][C:6]([C:8]1[C:16]2[C:11](=[N:12][CH:13]=[C:14]([NH:17][C:18]3[C:19]([CH3:24])=[N:20][N:21]([CH3:23])[CH:22]=3)[N:15]=2)[N:10](COCC[Si](C)(C)C)[CH:9]=1)=[O:7])([CH3:4])([CH3:3])[CH3:2].FC(F)(F)C(O)=O. Product: [C:1]([NH:5][C:6]([C:8]1[C:16]2[C:11](=[N:12][CH:13]=[C:14]([NH:17][C:18]3[C:19]([CH3:24])=[N:20][N:21]([CH3:23])[CH:22]=3)[N:15]=2)[NH:10][CH:9]=1)=[O:7])([CH3:4])([CH3:3])[CH3:2]. The catalyst class is: 4. (4) Reactant: [Br:1][C:2]1[CH:3]=[C:4]([N+:10]([O-])=O)[C:5]([O:8][CH3:9])=[N:6][CH:7]=1.O.O.[Sn](Cl)Cl. Product: [NH2:10][C:4]1[C:5]([O:8][CH3:9])=[N:6][CH:7]=[C:2]([Br:1])[CH:3]=1. The catalyst class is: 25. (5) Reactant: [C:1]([O:5][C:6]([O:8][C:9]1[CH:28]=[CH:27][C:26]([N:29]([CH2:34][CH:35]2[CH2:37][CH2:36]2)[S:30]([CH3:33])(=[O:32])=[O:31])=[CH:25][C:10]=1[C:11]([O:13][CH2:14][C:15]([O:17]CC1C=CC=CC=1)=[O:16])=[O:12])=[O:7])([CH3:4])([CH3:3])[CH3:2]. Product: [C:1]([O:5][C:6]([O:8][C:9]1[CH:28]=[CH:27][C:26]([N:29]([CH2:34][CH:35]2[CH2:36][CH2:37]2)[S:30]([CH3:33])(=[O:32])=[O:31])=[CH:25][C:10]=1[C:11]([O:13][CH2:14][C:15]([OH:17])=[O:16])=[O:12])=[O:7])([CH3:4])([CH3:2])[CH3:3]. The catalyst class is: 515. (6) Reactant: [C:9](O[C:9]([O:11][C:12]([CH3:15])([CH3:14])[CH3:13])=[O:10])([O:11][C:12]([CH3:15])([CH3:14])[CH3:13])=[O:10].[CH2:16]([NH:19][CH2:20][C:21]1[CH:22]=[CH:23][CH:24]=[C:25]2[C:29]=1[NH:28][CH:27]=[CH:26]2)[CH:17]=[CH2:18].C(OCC)(=O)C. Product: [C:12]([O:11][C:9]([N:19]([CH2:16][CH:17]=[CH2:18])[CH2:20][C:21]1[CH:22]=[CH:23][CH:24]=[C:25]2[C:29]=1[NH:28][CH:27]=[CH:26]2)=[O:10])([CH3:13])([CH3:14])[CH3:15]. The catalyst class is: 7.